This data is from NCI-60 drug combinations with 297,098 pairs across 59 cell lines. The task is: Regression. Given two drug SMILES strings and cell line genomic features, predict the synergy score measuring deviation from expected non-interaction effect. (1) Drug 1: CCC1=CC2CC(C3=C(CN(C2)C1)C4=CC=CC=C4N3)(C5=C(C=C6C(=C5)C78CCN9C7C(C=CC9)(C(C(C8N6C)(C(=O)OC)O)OC(=O)C)CC)OC)C(=O)OC.C(C(C(=O)O)O)(C(=O)O)O. Drug 2: CC1OCC2C(O1)C(C(C(O2)OC3C4COC(=O)C4C(C5=CC6=C(C=C35)OCO6)C7=CC(=C(C(=C7)OC)O)OC)O)O. Cell line: M14. Synergy scores: CSS=30.0, Synergy_ZIP=1.46, Synergy_Bliss=1.13, Synergy_Loewe=-12.2, Synergy_HSA=1.61. (2) Synergy scores: CSS=-1.83, Synergy_ZIP=4.54, Synergy_Bliss=8.35, Synergy_Loewe=1.72, Synergy_HSA=0.873. Cell line: HS 578T. Drug 2: CN(C)C1=NC(=NC(=N1)N(C)C)N(C)C. Drug 1: CC1=C(C=C(C=C1)NC2=NC=CC(=N2)N(C)C3=CC4=NN(C(=C4C=C3)C)C)S(=O)(=O)N.Cl. (3) Drug 1: CS(=O)(=O)C1=CC(=C(C=C1)C(=O)NC2=CC(=C(C=C2)Cl)C3=CC=CC=N3)Cl. Drug 2: CC1C(C(CC(O1)OC2CC(CC3=C2C(=C4C(=C3O)C(=O)C5=CC=CC=C5C4=O)O)(C(=O)C)O)N)O. Cell line: HT29. Synergy scores: CSS=34.4, Synergy_ZIP=-3.03, Synergy_Bliss=-2.77, Synergy_Loewe=-20.2, Synergy_HSA=-1.81. (4) Drug 1: COC1=NC(=NC2=C1N=CN2C3C(C(C(O3)CO)O)O)N. Drug 2: C(CC(=O)O)C(=O)CN.Cl. Cell line: NCI-H322M. Synergy scores: CSS=20.6, Synergy_ZIP=-6.75, Synergy_Bliss=-5.39, Synergy_Loewe=-10.6, Synergy_HSA=-8.06. (5) Drug 1: CNC(=O)C1=NC=CC(=C1)OC2=CC=C(C=C2)NC(=O)NC3=CC(=C(C=C3)Cl)C(F)(F)F. Drug 2: C(CN)CNCCSP(=O)(O)O. Cell line: NCI/ADR-RES. Synergy scores: CSS=4.10, Synergy_ZIP=-0.583, Synergy_Bliss=-3.35, Synergy_Loewe=-2.25, Synergy_HSA=-3.05. (6) Cell line: UO-31. Drug 2: C1CNP(=O)(OC1)N(CCCl)CCCl. Synergy scores: CSS=1.84, Synergy_ZIP=-0.220, Synergy_Bliss=-0.236, Synergy_Loewe=2.11, Synergy_HSA=-0.801. Drug 1: C1CC(=O)NC(=O)C1N2C(=O)C3=CC=CC=C3C2=O. (7) Drug 1: CC12CCC3C(C1CCC2=O)CC(=C)C4=CC(=O)C=CC34C. Drug 2: C(CN)CNCCSP(=O)(O)O. Cell line: MDA-MB-435. Synergy scores: CSS=-0.254, Synergy_ZIP=-12.1, Synergy_Bliss=-24.9, Synergy_Loewe=-32.3, Synergy_HSA=-25.1. (8) Drug 2: CS(=O)(=O)CCNCC1=CC=C(O1)C2=CC3=C(C=C2)N=CN=C3NC4=CC(=C(C=C4)OCC5=CC(=CC=C5)F)Cl. Cell line: SW-620. Drug 1: C1CCC(C1)C(CC#N)N2C=C(C=N2)C3=C4C=CNC4=NC=N3. Synergy scores: CSS=6.63, Synergy_ZIP=1.75, Synergy_Bliss=3.43, Synergy_Loewe=-1.76, Synergy_HSA=-1.67. (9) Drug 1: C1CC(=O)NC(=O)C1N2CC3=C(C2=O)C=CC=C3N. Drug 2: C1=CC=C(C=C1)NC(=O)CCCCCCC(=O)NO. Cell line: MDA-MB-435. Synergy scores: CSS=14.2, Synergy_ZIP=-2.69, Synergy_Bliss=4.42, Synergy_Loewe=4.47, Synergy_HSA=3.91. (10) Drug 1: C(=O)(N)NO. Drug 2: COCCOC1=C(C=C2C(=C1)C(=NC=N2)NC3=CC=CC(=C3)C#C)OCCOC.Cl. Cell line: U251. Synergy scores: CSS=-0.882, Synergy_ZIP=-1.76, Synergy_Bliss=-7.82, Synergy_Loewe=-6.75, Synergy_HSA=-7.21.